From a dataset of CYP2C9 substrate classification data from Carbon-Mangels et al.. Regression/Classification. Given a drug SMILES string, predict its absorption, distribution, metabolism, or excretion properties. Task type varies by dataset: regression for continuous measurements (e.g., permeability, clearance, half-life) or binary classification for categorical outcomes (e.g., BBB penetration, CYP inhibition). Dataset: cyp2c9_substrate_carbonmangels. (1) The molecule is CC(C)(C)NC(=O)[C@@H]1C[C@@H]2CCCC[C@@H]2CN1C[C@@H](O)[C@H](Cc1ccccc1)NC(=O)[C@H](CC(N)=O)NC(=O)c1ccc2ccccc2n1. The result is 0 (non-substrate). (2) The molecule is CC1=C(CC(=O)O)c2cc(F)ccc2/C1=C\c1ccc([S@@H](C)=O)cc1. The result is 0 (non-substrate). (3) The drug is CCC(C)(C)NC[C@H](O)COc1ccccc1C(=O)CCc1ccccc1. The result is 0 (non-substrate).